From a dataset of Forward reaction prediction with 1.9M reactions from USPTO patents (1976-2016). Predict the product of the given reaction. (1) Given the reactants C(OC([N:8]1[CH2:13][CH2:12][CH:11]([O:14][C:15]2[CH:16]=[C:17]3[C:21](=[CH:22][CH:23]=2)[N:20]([CH:24]([CH3:26])[CH3:25])[C:19]([C:27]([N:29]2[CH2:34][CH2:33][S:32](=[O:36])(=[O:35])[CH2:31][CH2:30]2)=[O:28])=[CH:18]3)[CH2:10][CH2:9]1)=O)(C)(C)C.FC(F)(F)C(O)=O, predict the reaction product. The product is: [O:36]=[S:32]1(=[O:35])[CH2:33][CH2:34][N:29]([C:27]([C:19]2[N:20]([CH:24]([CH3:25])[CH3:26])[C:21]3[C:17]([CH:18]=2)=[CH:16][C:15]([O:14][CH:11]2[CH2:12][CH2:13][NH:8][CH2:9][CH2:10]2)=[CH:23][CH:22]=3)=[O:28])[CH2:30][CH2:31]1. (2) Given the reactants [CH3:1][O:2][C:3](=[O:15])[C:4]1[CH:9]=[CH:8][C:7]([CH:10]=[CH:11][N+:12]([O-])=O)=[CH:6][CH:5]=1.[H][H], predict the reaction product. The product is: [CH3:1][O:2][C:3](=[O:15])[C:4]1[CH:9]=[CH:8][C:7]([CH2:10][CH2:11][NH2:12])=[CH:6][CH:5]=1. (3) The product is: [NH2:19][C:18]1[C:13]2[C:12]([C:20]3[CH:21]=[C:22]([OH:26])[CH:23]=[CH:24][CH:25]=3)=[CH:11][N:10]([C@H:8]3[CH2:9][C@@H:6]([CH2:5][N:1]4[CH2:4][CH2:3][CH2:2]4)[CH2:7]3)[C:14]=2[N:15]=[CH:16][N:17]=1. Given the reactants [N:1]1([CH2:5][C@@H:6]2[CH2:9][C@H:8]([N:10]3[C:14]4[N:15]=[CH:16][N:17]=[C:18]([NH2:19])[C:13]=4[C:12]([C:20]4[CH:25]=[CH:24][CH:23]=[C:22]([O:26]CC5C=CC=CC=5)[CH:21]=4)=[CH:11]3)[CH2:7]2)[CH2:4][CH2:3][CH2:2]1, predict the reaction product. (4) Given the reactants [N:1]1[C:2]([CH:10]=O)=[CH:3][N:4]2[C:9]=1[CH:8]=[CH:7][CH:6]=[N:5]2.[CH3:12][O:13][C:14]1[CH:15]=[C:16]([CH:18]=[CH:19][CH:20]=1)[NH2:17], predict the reaction product. The product is: [N:1]1[C:2]([CH:10]=[N:17][C:16]2[CH:18]=[CH:19][CH:20]=[C:14]([O:13][CH3:12])[CH:15]=2)=[CH:3][N:4]2[C:9]=1[CH:8]=[CH:7][CH:6]=[N:5]2.